Dataset: Full USPTO retrosynthesis dataset with 1.9M reactions from patents (1976-2016). Task: Predict the reactants needed to synthesize the given product. (1) Given the product [C:36]([N:32]1[CH2:33][CH2:34][C@@H:29]([NH:28][C:26]([C:22]2[C:18]3=[N:19][CH:20]=[CH:21][C:16]([C:8]4[CH:9]=[C:10]([O:14][CH3:15])[C:11]([F:13])=[CH:12][C:7]=4[O:6][CH2:5][CH:2]4[CH2:4][CH2:3]4)=[C:17]3[NH:24][C:23]=2[CH3:25])=[O:27])[C@H:30]([OH:35])[CH2:31]1)(=[O:38])[CH3:37], predict the reactants needed to synthesize it. The reactants are: Cl.[CH:2]1([CH2:5][O:6][C:7]2[CH:12]=[C:11]([F:13])[C:10]([O:14][CH3:15])=[CH:9][C:8]=2[C:16]2[CH:21]=[CH:20][N:19]=[C:18]3[C:22]([C:26]([NH:28][C@@H:29]4[CH2:34][CH2:33][NH:32][CH2:31][C@H:30]4[OH:35])=[O:27])=[C:23]([CH3:25])[NH:24][C:17]=23)[CH2:4][CH2:3]1.[C:36](Cl)(=[O:38])[CH3:37]. (2) Given the product [Cl:1][C:2]1[CH:7]=[C:6]([Cl:8])[CH:5]=[CH:4][C:3]=1[C@H:9]1[CH2:14][C@H:13]([C:15]2[O:19][NH:18][C:17](=[O:20])[CH:16]=2)[CH2:12][CH2:11][NH:10]1, predict the reactants needed to synthesize it. The reactants are: [Cl:1][C:2]1[CH:7]=[C:6]([Cl:8])[CH:5]=[CH:4][C:3]=1[C@H:9]1[CH2:14][C@H:13]([C:15]2[O:19][NH:18][C:17](=[O:20])[CH:16]=2)[CH2:12][CH2:11][N:10]1C(OC)=O.Br.